This data is from Full USPTO retrosynthesis dataset with 1.9M reactions from patents (1976-2016). The task is: Predict the reactants needed to synthesize the given product. (1) Given the product [Cl-:19].[Cl-:19].[NH2:7][CH:8]1[CH2:12][CH2:11][NH+:10]([CH:13]2[CH2:17][CH2:16][CH2:15][CH2:14]2)[CH2:9]1.[NH2:7][CH:8]1[CH2:12][CH2:11][NH+:10]([CH:13]2[CH2:17][CH2:16][CH2:15][CH2:14]2)[CH2:9]1, predict the reactants needed to synthesize it. The reactants are: C(OC(=O)[NH:7][CH:8]1[CH2:12][CH2:11][N:10]([CH:13]2[CH2:17][CH2:16][CH2:15][CH2:14]2)[CH2:9]1)(C)(C)C.[ClH:19]. (2) Given the product [OH:16][B:15]1[C@@H:14]([NH:28][C:29](=[O:36])[CH2:30][CH2:31][C:32]([F:34])([F:33])[F:35])[CH2:13][C:9]2[CH:10]=[CH:11][CH:12]=[C:7]([C:6]([OH:5])=[O:39])[C:8]=2[O:23]1, predict the reactants needed to synthesize it. The reactants are: C([O:5][C:6](=[O:39])[C:7]1[CH:12]=[CH:11][CH:10]=[C:9]([CH2:13][CH:14]([NH:28][C:29](=[O:36])[CH2:30][CH2:31][C:32]([F:35])([F:34])[F:33])[B:15]2[O:23]C3C(C)(C4CC(C3)C4(C)C)[O:16]2)[C:8]=1OC)(C)(C)C.B(Cl)(Cl)Cl. (3) Given the product [Cl:1][C:2]1[CH:3]=[C:4]([C:12]2[O:16][N:15]=[C:14]([C:17]3[CH:18]=[CH:19][CH:20]=[C:21]4[C:25]=3[N:24]([CH3:26])[CH:23]=[C:22]4[CH2:27][CH2:28][N:30]3[CH2:37][CH2:36][CH2:35][C@H:31]3[C:32]([OH:34])=[O:33])[N:13]=2)[CH:5]=[CH:6][C:7]=1[O:8][CH:9]([CH3:10])[CH3:11], predict the reactants needed to synthesize it. The reactants are: [Cl:1][C:2]1[CH:3]=[C:4]([C:12]2[O:16][N:15]=[C:14]([C:17]3[CH:18]=[CH:19][CH:20]=[C:21]4[C:25]=3[N:24]([CH3:26])[CH:23]=[C:22]4[CH2:27][CH:28]=O)[N:13]=2)[CH:5]=[CH:6][C:7]=1[O:8][CH:9]([CH3:11])[CH3:10].[NH:30]1[CH2:37][CH2:36][CH2:35][C@H:31]1[C:32]([OH:34])=[O:33].C(O)(=O)C.C(O[BH-](OC(=O)C)OC(=O)C)(=O)C.[Na+]. (4) Given the product [CH2:1]([O:3][C:4]([C:6]1[CH:7]=[N:8][C:9]2[C:14]([C:15]=1[NH:25][CH2:24][C:23]1[CH:26]=[CH:27][C:28]([O:29][CH3:30])=[C:21]([Cl:20])[CH:22]=1)=[CH:13][C:12]([C:17]#[N:18])=[CH:11][CH:10]=2)=[O:5])[CH3:2], predict the reactants needed to synthesize it. The reactants are: [CH2:1]([O:3][C:4]([C:6]1[CH:7]=[N:8][C:9]2[C:14]([C:15]=1Cl)=[CH:13][C:12]([C:17]#[N:18])=[CH:11][CH:10]=2)=[O:5])[CH3:2].Cl.[Cl:20][C:21]1[CH:22]=[C:23]([CH:26]=[CH:27][C:28]=1[O:29][CH3:30])[CH2:24][NH2:25].C(N(C(C)C)CC)(C)C.O. (5) Given the product [CH2:7]([O:14][C:15]1[CH:20]=[CH:19][C:18]([C:21]2[N:25]([C:26]3[CH:31]=[CH:30][C:29]([Cl:32])=[CH:28][C:27]=3[Cl:33])[N:24]=[C:23]([C:34]([NH:38][C:39]3[CH:40]=[CH:41][C:42]([F:47])=[C:43]([F:46])[C:44]=3[OH:45])=[O:35])[C:22]=2[CH3:37])=[CH:17][CH:16]=1)[C:8]1[CH:9]=[CH:10][CH:11]=[CH:12][CH:13]=1, predict the reactants needed to synthesize it. The reactants are: C(Cl)(=O)C(Cl)=O.[CH2:7]([O:14][C:15]1[CH:20]=[CH:19][C:18]([C:21]2[N:25]([C:26]3[CH:31]=[CH:30][C:29]([Cl:32])=[CH:28][C:27]=3[Cl:33])[N:24]=[C:23]([C:34](O)=[O:35])[C:22]=2[CH3:37])=[CH:17][CH:16]=1)[C:8]1[CH:13]=[CH:12][CH:11]=[CH:10][CH:9]=1.[NH2:38][C:39]1[C:44]([OH:45])=[C:43]([F:46])[C:42]([F:47])=[CH:41][CH:40]=1.